Regression. Given a peptide amino acid sequence and an MHC pseudo amino acid sequence, predict their binding affinity value. This is MHC class I binding data. From a dataset of Peptide-MHC class I binding affinity with 185,985 pairs from IEDB/IMGT. (1) The peptide sequence is RVISDGYFK. The MHC is HLA-B07:02 with pseudo-sequence HLA-B07:02. The binding affinity (normalized) is 0.0847. (2) The peptide sequence is QTVEDEARRMW. The MHC is HLA-A24:02 with pseudo-sequence HLA-A24:02. The binding affinity (normalized) is 0. (3) The peptide sequence is TPKPAVRFAI. The MHC is HLA-B53:01 with pseudo-sequence HLA-B53:01. The binding affinity (normalized) is 0.123. (4) The peptide sequence is SYINRTGTF. The MHC is HLA-A02:06 with pseudo-sequence HLA-A02:06. The binding affinity (normalized) is 0.0847. (5) The MHC is H-2-Kb with pseudo-sequence H-2-Kb. The peptide sequence is TSAFNKKTFDH. The binding affinity (normalized) is 0. (6) The peptide sequence is FLVCFPSTQR. The MHC is HLA-A68:01 with pseudo-sequence HLA-A68:01. The binding affinity (normalized) is 0.797.